This data is from Experimental lipophilicity measurements (octanol/water distribution) for 4,200 compounds from AstraZeneca. The task is: Regression/Classification. Given a drug SMILES string, predict its absorption, distribution, metabolism, or excretion properties. Task type varies by dataset: regression for continuous measurements (e.g., permeability, clearance, half-life) or binary classification for categorical outcomes (e.g., BBB penetration, CYP inhibition). For this dataset (lipophilicity_astrazeneca), we predict Y. (1) The molecule is CCCCC1C(=O)N(c2ccccc2)N(c2ccccc2)C1=O. The Y is 0.450 logD. (2) The molecule is O=c1ccc(=O)c2ccccc2[nH]1. The Y is 1.02 logD. (3) The compound is Cc1ccc(C(=O)C2CCN(C(=O)c3ccc(C)cc3)CC2)cc1. The Y is 3.43 logD. (4) The drug is Cc1cnc2c(N[C@H](C)CO)nc(SCc3cccc(F)c3F)nc2n1. The Y is 3.55 logD. (5) The drug is O=C(Nc1ccccc1)c1ccccc1. The Y is 2.80 logD. (6) The molecule is CC(C)C[C@H](CO)Nc1nc(SCc2ccccc2F)nc2nc(N)sc12. The Y is 4.50 logD. (7) The drug is O=C(O)CCn1c2ccccc2c2ccccc21. The Y is 0.600 logD. (8) The drug is CCC(=O)N1CCN(C(=O)c2cc(Cc3n[nH]c(=O)c4ccccc34)ccc2F)CC1. The Y is 1.22 logD. (9) The molecule is Nc1nc(N)c(-c2ccc(NC(=O)C3CC3)cc2)c(COCc2ccccc2)n1. The Y is 2.46 logD. (10) The Y is 2.88 logD. The molecule is N#Cc1cnn2c(NC3CC3)cc(-c3cccs3)nc12.